This data is from Reaction yield outcomes from USPTO patents with 853,638 reactions. The task is: Predict the reaction yield, written as a fraction of the theoretical maximum amount of product (1.0 means a 100% yield; for example, 0.34 means a 34% yield). (1) The reactants are FC(F)(F)C(OC1C(F)=C(F)C(F)=C(F)C=1F)=O.[Cl:19][CH2:20][CH2:21][CH2:22][O:23][C:24]1[CH:33]=[C:32]2[C:27]([C:28]([NH:34][C:35]3[CH:36]=[N:37][N:38]([CH2:40][C:41](O)=[O:42])[CH:39]=3)=[N:29][CH:30]=[N:31]2)=[CH:26][CH:25]=1.N1C=CC=CC=1.[NH2:50][C:51]1[CH:56]=[CH:55][CH:54]=[CH:53][CH:52]=1.Cl. The catalyst is CN(C)C=O. The product is [Cl:19][CH2:20][CH2:21][CH2:22][O:23][C:24]1[CH:33]=[C:32]2[C:27]([C:28]([NH:34][C:35]3[CH:36]=[N:37][N:38]([CH2:40][C:41]([NH:50][C:51]4[CH:56]=[CH:55][CH:54]=[CH:53][CH:52]=4)=[O:42])[CH:39]=3)=[N:29][CH:30]=[N:31]2)=[CH:26][CH:25]=1. The yield is 0.540. (2) The catalyst is ClCCl. The yield is 0.770. The reactants are [O:1]1[CH2:6][CH2:5][CH:4]([CH2:7][CH2:8][OH:9])[CH2:3][CH2:2]1.C(N(CC)CC)C.[CH3:17][S:18](Cl)(=[O:20])=[O:19]. The product is [CH3:17][S:18]([O:9][CH2:8][CH2:7][CH:4]1[CH2:5][CH2:6][O:1][CH2:2][CH2:3]1)(=[O:20])=[O:19]. (3) The reactants are [C:1]([C:3]1[CH:14]=[CH:13][C:6]([O:7][CH2:8][C:9]([O:11][CH3:12])=[O:10])=[C:5]([N+:15]([O-])=O)[CH:4]=1)#[N:2]. The catalyst is O1CCCC1.[Pd]. The product is [NH2:15][C:5]1[CH:4]=[C:3]([C:1]#[N:2])[CH:14]=[CH:13][C:6]=1[O:7][CH2:8][C:9]([O:11][CH3:12])=[O:10]. The yield is 0.930. (4) The reactants are [CH3:1][N:2]([CH3:32])[C:3]([C:5]1[N:26]([CH:27]2[CH2:31][CH2:30][CH2:29][CH2:28]2)[C:8]2[N:9]=[C:10]([NH:13][C:14]3[CH:19]=[CH:18][C:17]([N:20]4[CH2:25][CH2:24][NH:23][CH2:22][CH2:21]4)=[CH:16][N:15]=3)[N:11]=[CH:12][C:7]=2[CH:6]=1)=[O:4].[CH3:33][C@H:34]1[CH2:36][O:35]1. No catalyst specified. The product is [CH3:1][N:2]([CH3:32])[C:3]([C:5]1[N:26]([CH:27]2[CH2:31][CH2:30][CH2:29][CH2:28]2)[C:8]2[N:9]=[C:10]([NH:13][C:14]3[CH:19]=[CH:18][C:17]([N:20]4[CH2:21][CH2:22][N:23]([CH2:33][C@@H:34]([OH:35])[CH3:36])[CH2:24][CH2:25]4)=[CH:16][N:15]=3)[N:11]=[CH:12][C:7]=2[CH:6]=1)=[O:4]. The yield is 0.160.